This data is from Full USPTO retrosynthesis dataset with 1.9M reactions from patents (1976-2016). The task is: Predict the reactants needed to synthesize the given product. (1) Given the product [CH:20]([N:23]([CH2:12][CH2:11][CH:10]([C:4]1[CH:5]=[C:6]([CH3:9])[CH:7]=[CH:8][C:3]=1[O:2][CH3:1])[C:14]1[CH:19]=[CH:18][CH:17]=[CH:16][CH:15]=1)[CH:24]([CH3:26])[CH3:25])([CH3:22])[CH3:21], predict the reactants needed to synthesize it. The reactants are: [CH3:1][O:2][C:3]1[CH:8]=[CH:7][C:6]([CH3:9])=[CH:5][C:4]=1[CH:10]([C:14]1[CH:19]=[CH:18][CH:17]=[CH:16][CH:15]=1)[CH2:11][CH2:12]O.[CH:20]([NH:23][CH:24]([CH3:26])[CH3:25])([CH3:22])[CH3:21]. (2) The reactants are: [Cl:1][C:2]1[CH:3]=[C:4]([N:9]2[C:13](=[O:14])[C@@:12]3([C@H:18]([C:19]4[CH:26]=[CH:25][C:22]([C:23]#[N:24])=[CH:21][CH:20]=4)[CH2:17][NH:16][CH2:15]3)[N:11]([CH3:27])[C:10]2=[O:28])[CH:5]=[C:6]([Cl:8])[CH:7]=1.[CH:29]([C:31]1[S:35][CH:34]=[C:33]([C:36]([OH:38])=[O:37])[CH:32]=1)=O.S([O-])([O-])(=O)=O.[Na+].[Na+].C(O[BH-](OC(=O)C)OC(=O)C)(=O)C.[Na+]. Given the product [C:23]([C:22]1[CH:21]=[CH:20][C:19]([C@H:18]2[C@:12]3([N:11]([CH3:27])[C:10](=[O:28])[N:9]([C:4]4[CH:5]=[C:6]([Cl:8])[CH:7]=[C:2]([Cl:1])[CH:3]=4)[C:13]3=[O:14])[CH2:15][N:16]([CH2:29][C:31]3[S:35][CH:34]=[C:33]([C:36]([OH:38])=[O:37])[CH:32]=3)[CH2:17]2)=[CH:26][CH:25]=1)#[N:24], predict the reactants needed to synthesize it. (3) Given the product [CH3:30][C:31]1([CH3:38])[C:35]([CH3:37])([CH3:36])[O:34][B:33]([C:2]2[C:3]3[C:4]4[CH2:15][CH2:14][N:13]([C:16]([O:18][C:19]([CH3:22])([CH3:21])[CH3:20])=[O:17])[CH2:12][CH2:11][C:5]=4[NH:6][C:7]=3[CH:8]=[CH:9][CH:10]=2)[O:32]1, predict the reactants needed to synthesize it. The reactants are: Br[C:2]1[C:3]2[C:4]3[CH2:15][CH2:14][N:13]([C:16]([O:18][C:19]([CH3:22])([CH3:21])[CH3:20])=[O:17])[CH2:12][CH2:11][C:5]=3[NH:6][C:7]=2[CH:8]=[CH:9][CH:10]=1.CCN(CC)CC.[CH3:30][C:31]1([CH3:38])[C:35]([CH3:37])([CH3:36])[O:34][BH:33][O:32]1. (4) Given the product [C:13]([O:17][C:18](=[O:24])[NH:19][CH2:20][C@H:21]([OH:22])[CH2:23][NH:1][C:2]1[CH:3]=[C:4]2[C:8](=[CH:9][CH:10]=1)[N:7]([CH3:11])[C:6](=[O:12])[CH2:5]2)([CH3:15])([CH3:14])[CH3:16], predict the reactants needed to synthesize it. The reactants are: [NH2:1][C:2]1[CH:3]=[C:4]2[C:8](=[CH:9][CH:10]=1)[N:7]([CH3:11])[C:6](=[O:12])[CH2:5]2.[C:13]([O:17][C:18](=[O:24])[NH:19][CH2:20][C@H:21]1[CH2:23][O:22]1)([CH3:16])([CH3:15])[CH3:14].FC(F)(F)S([O-])(=O)=O.[Li+]. (5) Given the product [OH:2][CH2:3][CH2:5][C:6]1([CH:12]([CH2:13][OH:14])[CH2:17][OH:18])[CH2:11][CH2:10][CH2:9][CH2:8][CH2:7]1, predict the reactants needed to synthesize it. The reactants are: C[O:2][C:3]([CH2:5][C:6]1([CH:12]([C:17](OC)=[O:18])[C:13](OC)=[O:14])[CH2:11][CH2:10][CH2:9][CH2:8][CH2:7]1)=O.[H-].[Al+3].[Li+].[H-].[H-].[H-].C(OCC)C.[OH-].[Na+].